This data is from Full USPTO retrosynthesis dataset with 1.9M reactions from patents (1976-2016). The task is: Predict the reactants needed to synthesize the given product. (1) Given the product [ClH:26].[CH:22]([C:24]1[O:17][C:11]2[C:10]([N:18]=1)=[CH:9][C:8]1[CH:7]3[CH2:16][CH:14]([CH2:15][NH:5][CH2:6]3)[C:13]=1[CH:12]=2)([CH3:23])[CH3:21], predict the reactants needed to synthesize it. The reactants are: FC(F)(F)C([N:5]1[CH2:15][CH:14]2[CH2:16][CH:7]([C:8]3[CH:9]=[C:10]([NH2:18])[C:11]([OH:17])=[CH:12][C:13]=32)[CH2:6]1)=O.[C:21]([Cl:26])(=O)[CH:22]([CH3:24])[CH3:23]. (2) Given the product [Cl:14][C:15]1[CH:20]=[CH:19][C:18]([NH:21][C:22](=[O:29])[CH2:23][O:24][CH2:25][C:26]([NH:4][C:3]2[CH:5]=[C:6]([C:9]3[CH:13]=[CH:12][O:11][CH:10]=3)[CH:7]=[CH:8][C:2]=2[F:1])=[O:27])=[C:17]([CH:16]=1)[C:30]([OH:32])=[O:31], predict the reactants needed to synthesize it. The reactants are: [F:1][C:2]1[CH:8]=[CH:7][C:6]([C:9]2[CH:13]=[CH:12][O:11][CH:10]=2)=[CH:5][C:3]=1[NH2:4].[Cl:14][C:15]1[CH:20]=[CH:19][C:18]([NH:21][C:22](=[O:29])[CH2:23][O:24][CH2:25][C:26](O)=[O:27])=[C:17]([C:30]([O:32]C)=[O:31])[CH:16]=1. (3) Given the product [Br:1][CH:10]([CH2:9][C:3]1[CH:8]=[CH:7][CH:6]=[CH:5][CH:4]=1)[CH:11]=[O:12], predict the reactants needed to synthesize it. The reactants are: [Br:1]Br.[C:3]1([CH2:9][CH2:10][CH:11]=[O:12])[CH:8]=[CH:7][CH:6]=[CH:5][CH:4]=1.C(=O)(O)[O-].[Na+]. (4) Given the product [C:49]([CH2:32][C:17]12[CH2:22][CH2:21][C:20]([N:23]([CH3:31])[C:24](=[O:30])[C:25]([N:27]([CH3:29])[CH3:28])=[O:26])([C:14]3[N:15]([C:44](=[O:47])[C:45]([OH:46])=[C:12]([C:10]([NH:9][CH2:8][C:5]4[CH:6]=[CH:7][C:2]([F:1])=[C:3]([CH3:48])[CH:4]=4)=[O:11])[N:13]=3)[CH2:16]1)[CH2:19][CH2:18]2)#[N:50], predict the reactants needed to synthesize it. The reactants are: [F:1][C:2]1[CH:7]=[CH:6][C:5]([CH2:8][NH:9][C:10]([C:12]2[N:13]=[C:14]3[C:20]4([N:23]([CH3:31])[C:24](=[O:30])[C:25]([N:27]([CH3:29])[CH3:28])=[O:26])[CH2:21][CH2:22][C:17]([CH2:32]OS(C5C=CC(C)=CC=5)(=O)=O)([CH2:18][CH2:19]4)[CH2:16][N:15]3[C:44](=[O:47])[C:45]=2[OH:46])=[O:11])=[CH:4][C:3]=1[CH3:48].[C-:49]#[N:50].[K+].